This data is from Forward reaction prediction with 1.9M reactions from USPTO patents (1976-2016). The task is: Predict the product of the given reaction. (1) Given the reactants [ClH:1].Cl.[NH2:3][CH:4]1[CH2:9][CH2:8][N:7]([CH2:10][CH:11]2[N:22]3[C:23]4[N:14]([C:15](=[O:25])[CH:16]=[N:17][C:18]=4[CH:19]=[CH:20][C:21]3=[O:24])[CH2:13][CH2:12]2)[CH2:6][CH2:5]1.[O:26]=[C:27]1[CH2:32][S:31][C:30]2[CH:33]=[CH:34][C:35]([CH:37]=O)=[N:36][C:29]=2[NH:28]1, predict the reaction product. The product is: [ClH:1].[ClH:1].[O:26]=[C:27]1[CH2:32][S:31][C:30]2[CH:33]=[CH:34][C:35]([CH2:37][NH:3][CH:4]3[CH2:9][CH2:8][N:7]([CH2:10][CH:11]4[N:22]5[C:23]6[N:14]([C:15](=[O:25])[CH:16]=[N:17][C:18]=6[CH:19]=[CH:20][C:21]5=[O:24])[CH2:13][CH2:12]4)[CH2:6][CH2:5]3)=[N:36][C:29]=2[NH:28]1. (2) Given the reactants Cl.[F:2][C:3]([F:38])([F:37])[C:4]1[CH:5]=[C:6]([C@H:14]([O:16][C@H:17]2[CH2:26][CH2:25][C:24]3[N+:23]([O-:27])=[C:22]([CH2:28]N)[CH:21]=[CH:20][C:19]=3[C@@H:18]2[C:30]2[CH:35]=[CH:34][C:33]([F:36])=[CH:32][CH:31]=2)[CH3:15])[CH:7]=[C:8]([C:10]([F:13])([F:12])[F:11])[CH:9]=1.C=O.[CH3:41]C([O-])=O.[K+].[BH3-][C:47]#[N:48].[Na+], predict the reaction product. The product is: [F:2][C:3]([F:38])([F:37])[C:4]1[CH:5]=[C:6]([C@H:14]([O:16][C@H:17]2[CH2:26][CH2:25][C:24]3[N+:23]([O-:27])=[C:22]([CH2:28][N:48]([CH3:47])[CH3:41])[CH:21]=[CH:20][C:19]=3[C@@H:18]2[C:30]2[CH:35]=[CH:34][C:33]([F:36])=[CH:32][CH:31]=2)[CH3:15])[CH:7]=[C:8]([C:10]([F:13])([F:12])[F:11])[CH:9]=1. (3) Given the reactants [F:1][C:2]([P:8]([C:12]([F:18])([F:17])[C:13]([F:16])([F:15])[F:14])(=[O:11])[O:9]C)([F:7])[C:3]([F:6])([F:5])[F:4].[CH3:19][N:20]1[CH:24]=[CH:23][N:22]=[CH:21]1, predict the reaction product. The product is: [F:7][C:2]([P:8]([C:12]([F:17])([F:18])[C:13]([F:16])([F:15])[F:14])(=[O:9])[O-:11])([F:1])[C:3]([F:6])([F:5])[F:4].[CH3:19][N+:20]1[CH:24]=[CH:23][N:22]([CH3:2])[CH:21]=1.